This data is from Human liver microsome stability data. The task is: Regression/Classification. Given a drug SMILES string, predict its absorption, distribution, metabolism, or excretion properties. Task type varies by dataset: regression for continuous measurements (e.g., permeability, clearance, half-life) or binary classification for categorical outcomes (e.g., BBB penetration, CYP inhibition). Dataset: hlm. The drug is CC[C@H](Nc1ncnc2[nH]cnc12)c1nc2cccc(CCCCCC(=O)NO)c2c(=O)n1-c1ccccc1. The result is 0 (unstable in human liver microsomes).